This data is from Full USPTO retrosynthesis dataset with 1.9M reactions from patents (1976-2016). The task is: Predict the reactants needed to synthesize the given product. (1) Given the product [CH3:23][O:22][N:21]([CH3:20])[C:14](=[O:16])[CH2:13][CH2:12][C:11]#[C:10][C:7]1[CH:6]=[CH:5][C:4]([O:3][C:2]([F:1])([F:18])[F:17])=[CH:9][CH:8]=1, predict the reactants needed to synthesize it. The reactants are: [F:1][C:2]([F:18])([F:17])[O:3][C:4]1[CH:9]=[CH:8][C:7]([C:10]#[C:11][CH2:12][CH2:13][C:14]([OH:16])=O)=[CH:6][CH:5]=1.Cl.[CH3:20][NH:21][O:22][CH3:23].CN1CCOCC1.Cl.CN(C)CCCN=C=NCC. (2) Given the product [CH3:1][C:2]1[N:3]([C:7]2[CH:12]=[C:11]([C:13]([F:16])([F:14])[F:15])[CH:10]=[C:9]([NH2:17])[CH:8]=2)[CH:4]=[CH:5][N:6]=1, predict the reactants needed to synthesize it. The reactants are: [CH3:1][C:2]1[N:3]([C:7]2[CH:8]=[C:9]([NH:17]C(=O)OC(C)(C)C)[CH:10]=[C:11]([C:13]([F:16])([F:15])[F:14])[CH:12]=2)[CH:4]=[CH:5][N:6]=1.Cl.[OH-].[Na+]. (3) The reactants are: [N+:1]([C:4]([N+:13]([O-:15])=[O:14])([N+:10]([O-:12])=[O:11])[C:5]1[N:6]=[N:7][NH:8][N:9]=1)([O-:3])=[O:2].[NH3:16].[BH3:17].[H][H]. Given the product [N+:13]([C:4]([N+:1]([O-:3])=[O:2])([N+:10]([O-:12])=[O:11])[C:5]1[N:6]=[N:7][N:8]([B-:17]([N:7]2[N:8]=[N:9][C:5]([C:4]([N+:1]([O-:3])=[O:2])([N+:10]([O-:12])=[O:11])[N+:13]([O-:15])=[O:14])=[N:6]2)([N:7]2[N:8]=[N:9][C:5]([C:4]([N+:1]([O-:3])=[O:2])([N+:10]([O-:12])=[O:11])[N+:13]([O-:15])=[O:14])=[N:6]2)[N:16]2[N:8]=[N:9][C:5]([C:4]([N+:13]([O-:15])=[O:14])([N+:1]([O-:3])=[O:2])[N+:10]([O-:12])=[O:11])=[N:6]2)[N:9]=1)([O-:15])=[O:14].[NH4+:1], predict the reactants needed to synthesize it.